From a dataset of Retrosynthesis with 50K atom-mapped reactions and 10 reaction types from USPTO. Predict the reactants needed to synthesize the given product. Given the product CCCn1c(N)c(NC(=O)C23CC4CC(CC2C4)C3)c(=O)n(CC(C)=O)c1=O, predict the reactants needed to synthesize it. The reactants are: CC(=O)CBr.CCCn1c(N)c(NC(=O)C23CC4CC(CC2C4)C3)c(=O)[nH]c1=O.